Dataset: Forward reaction prediction with 1.9M reactions from USPTO patents (1976-2016). Task: Predict the product of the given reaction. (1) Given the reactants [F:1][C:2]1[CH:7]=[CH:6][C:5]([CH2:8][C:9]([C:14]2[CH:19]=[CH:18][N:17]=[CH:16][CH:15]=2)([O:12][CH3:13])[O:10][CH3:11])=[CH:4][CH:3]=1.[OH:20]O, predict the reaction product. The product is: [F:1][C:2]1[CH:7]=[CH:6][C:5]([CH2:8][C:9]([C:14]2[CH:15]=[CH:16][N+:17]([O-:20])=[CH:18][CH:19]=2)([O:10][CH3:11])[O:12][CH3:13])=[CH:4][CH:3]=1. (2) Given the reactants [CH:1]([C:4]1[N:8]=[C:7]([N:9]2[CH2:14][CH2:13][CH:12]([CH2:15][CH2:16][CH2:17][OH:18])[CH2:11][CH2:10]2)[O:6][N:5]=1)([CH3:3])[CH3:2].[H-].[Na+].F[C:22]1[CH:27]=[CH:26][C:25]([S:28]([CH3:31])(=[O:30])=[O:29])=[CH:24][N:23]=1, predict the reaction product. The product is: [CH:1]([C:4]1[N:8]=[C:7]([N:9]2[CH2:14][CH2:13][CH:12]([CH2:15][CH2:16][CH2:17][O:18][C:22]3[CH:27]=[CH:26][C:25]([S:28]([CH3:31])(=[O:30])=[O:29])=[CH:24][N:23]=3)[CH2:11][CH2:10]2)[O:6][N:5]=1)([CH3:3])[CH3:2]. (3) The product is: [C:5]([O-:8])(=[O:7])[CH3:6].[Mg+2:9].[C:10]([O-:13])(=[O:12])[CH3:11]. Given the reactants O.O.O.O.[C:5]([O-:8])(=[O:7])[CH3:6].[Mg+2:9].[C:10]([O-:13])(=[O:12])[CH3:11].NCCC[Si](OCC)(OCC)OCC.[SiH4].[Mg], predict the reaction product. (4) The product is: [CH3:22][S:23]([O:14][CH:11]1[CH2:12][CH2:13][N:8]([C:6]([O:5][C:1]([CH3:4])([CH3:2])[CH3:3])=[O:7])[CH2:9][CH2:10]1)(=[O:25])=[O:24]. Given the reactants [C:1]([O:5][C:6]([N:8]1[CH2:13][CH2:12][CH:11]([OH:14])[CH2:10][CH2:9]1)=[O:7])([CH3:4])([CH3:3])[CH3:2].C(N(CC)CC)C.[CH3:22][S:23](Cl)(=[O:25])=[O:24], predict the reaction product. (5) Given the reactants FC(F)(F)C([N:5]1[CH2:11][CH:10]([CH3:12])[C:9]2[C:13]([F:18])=[C:14]([Cl:17])[CH:15]=[CH:16][C:8]=2[CH2:7][CH2:6]1)=O.[OH-].[Na+], predict the reaction product. The product is: [Cl:17][C:14]1[CH:15]=[CH:16][C:8]2[CH2:7][CH2:6][NH:5][CH2:11][CH:10]([CH3:12])[C:9]=2[C:13]=1[F:18].